Dataset: Full USPTO retrosynthesis dataset with 1.9M reactions from patents (1976-2016). Task: Predict the reactants needed to synthesize the given product. (1) Given the product [F:30][C:29]([F:32])([F:31])[C:27]([OH:33])=[O:28].[Cl:25][C:12]1[N:11]=[C:10]([F:26])[C:9]2[O:8][C:5]3[C:4]([C@:15]4([C:19]5[CH:20]=[N:21][CH:22]=[CH:23][C:18]=5[C:17]([NH2:24])=[N:16]4)[C:14]=2[CH:13]=1)=[CH:3][C:2]([C:27]1[C:29]([F:32])=[N:11][CH:10]=[CH:9][CH:14]=1)=[CH:7][CH:6]=3, predict the reactants needed to synthesize it. The reactants are: Br[C:2]1[CH:3]=[C:4]2[C@:15]3([C:19]4[CH:20]=[N:21][CH:22]=[CH:23][C:18]=4[C:17]([NH2:24])=[N:16]3)[C:14]3[CH:13]=[C:12]([Cl:25])[N:11]=[C:10]([F:26])[C:9]=3[O:8][C:5]2=[CH:6][CH:7]=1.[C:27]([OH:33])([C:29]([F:32])([F:31])[F:30])=[O:28]. (2) The reactants are: [NH:1]([C:194]([CH3:196])=[O:195])[C@H:2]([C:27]([NH:29][C@H:30]([C:35]([NH:37][C@H:38]([C:47]([NH:49][C@H:50]([C:55]([NH:57][C@H:58]([C:83]([NH:85][C@H:86]([C:91]([NH:93][C@H:94]([C:99]([NH:101][C@H:102]([C:107]([NH:109][C@H:110]([C:135]([NH:137][C@H:138]([C:143]([NH:145][C@H:146]([C:155]([NH:157][C@H:158]([C:163]([NH:165][C@H:166]([C:191]([NH2:193])=[O:192])[CH2:167][CH2:168][CH2:169][NH:170][C:171](=[NH:190])[NH:172]S(C1C(C)=C2C(OC(C2)(C)C)=C(C)C=1C)(=O)=O)=[O:164])[CH2:159][CH:160]([CH3:162])[CH3:161])=[O:156])[CH2:147][C:148](=[O:154])[O:149]C(C)(C)C)=[O:144])[CH2:139][CH:140]([CH3:142])[CH3:141])=[O:136])[CH2:111][CH2:112][CH2:113][NH:114][C:115](=[NH:134])[NH:116]S(C1C(C)=C2C(OC(C2)(C)C)=C(C)C=1C)(=O)=O)=[O:108])[CH2:103][CH:104]([CH3:106])[CH3:105])=[O:100])[CH2:95][CH:96]([CH3:98])[CH3:97])=[O:92])[CH2:87][CH:88]([CH3:90])[CH3:89])=[O:84])[CH2:59][CH2:60][CH2:61][NH:62][C:63](=[NH:82])[NH:64]S(C1C(C)=C2C(OC(C2)(C)C)=C(C)C=1C)(=O)=O)=[O:56])[CH2:51][CH:52]([CH3:54])[CH3:53])=[O:48])[CH2:39][C:40](=[O:46])[O:41]C(C)(C)C)=[O:36])[CH2:31][CH:32]([CH3:34])[CH3:33])=[O:28])[CH2:3][CH2:4][CH2:5][NH:6][C:7](=[NH:26])[NH:8]S(C1C(C)=C2C(OC(C2)(C)C)=C(C)C=1C)(=O)=O.C(O)(C(F)(F)F)=O.O. Given the product [NH:1]([C:194]([CH3:196])=[O:195])[C@H:2]([C:27]([NH:29][C@H:30]([C:35]([NH:37][C@H:38]([C:47]([NH:49][C@H:50]([C:55]([NH:57][C@H:58]([C:83]([NH:85][C@H:86]([C:91]([NH:93][C@H:94]([C:99]([NH:101][C@H:102]([C:107]([NH:109][C@H:110]([C:135]([NH:137][C@H:138]([C:143]([NH:145][C@H:146]([C:155]([NH:157][C@H:158]([C:163]([NH:165][C@H:166]([C:191]([NH2:193])=[O:192])[CH2:167][CH2:168][CH2:169][NH:170][C:171](=[NH:172])[NH2:190])=[O:164])[CH2:159][CH:160]([CH3:161])[CH3:162])=[O:156])[CH2:147][C:148](=[O:149])[OH:154])=[O:144])[CH2:139][CH:140]([CH3:142])[CH3:141])=[O:136])[CH2:111][CH2:112][CH2:113][NH:114][C:115](=[NH:116])[NH2:134])=[O:108])[CH2:103][CH:104]([CH3:105])[CH3:106])=[O:100])[CH2:95][CH:96]([CH3:97])[CH3:98])=[O:92])[CH2:87][CH:88]([CH3:89])[CH3:90])=[O:84])[CH2:59][CH2:60][CH2:61][NH:62][C:63](=[NH:64])[NH2:82])=[O:56])[CH2:51][CH:52]([CH3:54])[CH3:53])=[O:48])[CH2:39][C:40](=[O:41])[OH:46])=[O:36])[CH2:31][CH:32]([CH3:33])[CH3:34])=[O:28])[CH2:3][CH2:4][CH2:5][NH:6][C:7](=[NH:8])[NH2:26], predict the reactants needed to synthesize it. (3) Given the product [CH3:20][C:19]1[CH:18]=[CH:17][C:16]([C:21]2[N:25]=[C:24]([CH:26]3[CH2:27][N:28]([C:30]([O:32][CH3:33])=[O:31])[CH2:29]3)[O:23][N:22]=2)=[CH:15][C:14]=1[NH:13][C:11]([C:8]1[N:5]2[CH:6]=[CH:7][C:2]([C:37]3[CH:38]=[CH:39][N:35]([CH3:34])[N:36]=3)=[CH:3][C:4]2=[N:10][CH:9]=1)=[O:12], predict the reactants needed to synthesize it. The reactants are: Br[C:2]1[CH:7]=[CH:6][N:5]2[C:8]([C:11]([NH:13][C:14]3[CH:15]=[C:16]([C:21]4[N:25]=[C:24]([CH:26]5[CH2:29][N:28]([C:30]([O:32][CH3:33])=[O:31])[CH2:27]5)[O:23][N:22]=4)[CH:17]=[CH:18][C:19]=3[CH3:20])=[O:12])=[CH:9][N:10]=[C:4]2[CH:3]=1.[CH3:34][N:35]1[CH:39]=[CH:38][C:37](B2OC(C)(C)C(C)(C)O2)=[N:36]1.C([O-])([O-])=O.[K+].[K+]. (4) Given the product [Br:1][C:2]1[C:3]([O:16][C:25]2[C:24]([CH3:23])=[CH:29][CH:28]=[CH:27][N:26]=2)=[C:4]2[C:9](=[CH:10][CH:11]=1)[N:8]([C:12](=[O:14])[CH3:13])[C@@H:7]([CH3:15])[CH2:6][CH2:5]2, predict the reactants needed to synthesize it. The reactants are: [Br:1][C:2]1[C:3]([OH:16])=[C:4]2[C:9](=[CH:10][CH:11]=1)[N:8]([C:12](=[O:14])[CH3:13])[C@@H:7]([CH3:15])[CH2:6][CH2:5]2.N1C=CC=CC=1.[CH3:23][C:24]1[C:25](B(O)O)=[N:26][CH:27]=[CH:28][CH:29]=1. (5) Given the product [ClH:8].[Cl:8][C:6]1[C:5]([CH3:9])=[CH:4][C:3]2[N:10]([CH:11]3[CH2:12][CH2:13][N:14]([C@H:17]4[CH2:22][CH2:21][C@@H:20]([O:23][CH3:24])[CH2:19][CH2:18]4)[CH2:15][CH2:16]3)[C:35](=[O:37])[NH:1][C:2]=2[CH:7]=1, predict the reactants needed to synthesize it. The reactants are: [NH2:1][C:2]1[CH:7]=[C:6]([Cl:8])[C:5]([CH3:9])=[CH:4][C:3]=1[NH:10][CH:11]1[CH2:16][CH2:15][N:14]([C@H:17]2[CH2:22][CH2:21][C@@H:20]([O:23][CH3:24])[CH2:19][CH2:18]2)[CH2:13][CH2:12]1.C(N(C(C)C)CC)(C)C.Cl[C:35](Cl)([O:37]C(=O)OC(Cl)(Cl)Cl)Cl.C([O-])(O)=O.[Na+].